The task is: Predict the reactants needed to synthesize the given product.. This data is from Full USPTO retrosynthesis dataset with 1.9M reactions from patents (1976-2016). The reactants are: [N-:1]=[N+:2]=[N-:3].[Na+].[F:5][C:6]1[CH:11]=[CH:10][C:9]([C:12]2[CH:13]=[C:14]([C:18]#[C:19][Si](C)(C)C)[N:15]=[N:16][CH:17]=2)=[CH:8][C:7]=1[C:24]1[C:29]([F:30])=[CH:28][CH:27]=[CH:26][N:25]=1.O. Given the product [F:5][C:6]1[CH:11]=[CH:10][C:9]([C:12]2[CH:13]=[C:14]([C:18]3[N:1]=[N:2][NH:3][CH:19]=3)[N:15]=[N:16][CH:17]=2)=[CH:8][C:7]=1[C:24]1[C:29]([F:30])=[CH:28][CH:27]=[CH:26][N:25]=1, predict the reactants needed to synthesize it.